Predict the reactants needed to synthesize the given product. From a dataset of Full USPTO retrosynthesis dataset with 1.9M reactions from patents (1976-2016). (1) Given the product [CH:16]12[O:9][CH:15]1[CH2:14][CH2:13][N:12]([C:19]([O:21][CH2:22][C:23]1[CH:24]=[CH:25][CH:26]=[CH:27][CH:28]=1)=[O:20])[CH2:18][CH2:17]2, predict the reactants needed to synthesize it. The reactants are: ClC1C=CC=C(C(OO)=[O:9])C=1.[N:12]1([C:19]([O:21][CH2:22][C:23]2[CH:28]=[CH:27][CH:26]=[CH:25][CH:24]=2)=[O:20])[CH2:18][CH2:17][CH:16]=[CH:15][CH2:14][CH2:13]1.C(OCC)(=O)C. (2) Given the product [Cl:17][C:16]1[CH:15]=[CH:14][C:13]([CH2:18][NH:19][C:20](=[O:26])[O:21][C:22]([CH3:25])([CH3:24])[CH3:23])=[C:12]([F:27])[C:11]=1[O:10][C:4]1[CH:3]=[C:2]([CH:28]=[CH2:29])[CH:7]=[C:6]([C:8]#[N:9])[CH:5]=1, predict the reactants needed to synthesize it. The reactants are: Br[C:2]1[CH:3]=[C:4]([O:10][C:11]2[C:12]([F:27])=[C:13]([CH2:18][NH:19][C:20](=[O:26])[O:21][C:22]([CH3:25])([CH3:24])[CH3:23])[CH:14]=[CH:15][C:16]=2[Cl:17])[CH:5]=[C:6]([C:8]#[N:9])[CH:7]=1.[CH:28]([B-](F)(F)F)=[CH2:29].[K+]. (3) The reactants are: [C:1]([CH2:3][CH2:4][N:5]1[C:9]([C:10]2[CH:15]=[CH:14][C:13]([O:16][C:17]3[CH:22]=[CH:21][C:20]([F:23])=[CH:19][CH:18]=3)=[CH:12][CH:11]=2)=[CH:8][CH:7]=[N:6]1)#[N:2].[OH-:24].[K+].OO. Given the product [F:23][C:20]1[CH:21]=[CH:22][C:17]([O:16][C:13]2[CH:14]=[CH:15][C:10]([C:9]3[N:5]([CH2:4][CH2:3][C:1]([NH2:2])=[O:24])[N:6]=[CH:7][CH:8]=3)=[CH:11][CH:12]=2)=[CH:18][CH:19]=1, predict the reactants needed to synthesize it. (4) Given the product [NH2:1][C:4]1[C:9]([C:10]#[N:11])=[C:8]([O:12][CH:13]([CH3:15])[CH3:14])[N:7]=[C:6]([C:16]([NH:18][CH2:19][C:20]2[CH:25]=[C:24]([O:26][CH3:27])[CH:23]=[CH:22][C:21]=2[O:28][CH3:29])=[O:17])[CH:5]=1, predict the reactants needed to synthesize it. The reactants are: [N:1]([C:4]1[C:9]([C:10]#[N:11])=[C:8]([O:12][CH:13]([CH3:15])[CH3:14])[N:7]=[C:6]([C:16]([NH:18][CH2:19][C:20]2[CH:25]=[C:24]([O:26][CH3:27])[CH:23]=[CH:22][C:21]=2[O:28][CH3:29])=[O:17])[CH:5]=1)=[N+]=[N-]. (5) Given the product [Cl:35][C:6]1[CH:7]=[N:8][CH:9]=[C:10]([CH:32]=1)[C:11]([NH:13][C@H:14]1[CH2:19][CH2:18][C@@H:17]([NH:20][C:21]2[CH:30]=[C:29]([CH3:31])[C:28]3[C:23](=[CH:24][CH:25]=[CH:26][CH:27]=3)[N:22]=2)[CH2:16][CH2:15]1)=[O:12], predict the reactants needed to synthesize it. The reactants are: N([O-])=O.[Na+].N[C:6]1[CH:7]=[N:8][CH:9]=[C:10]([CH:32]=1)[C:11]([NH:13][C@H:14]1[CH2:19][CH2:18][C@@H:17]([NH:20][C:21]2[CH:30]=[C:29]([CH3:31])[C:28]3[C:23](=[CH:24][CH:25]=[CH:26][CH:27]=3)[N:22]=2)[CH2:16][CH2:15]1)=[O:12].[OH-].[Na+].[ClH:35]. (6) Given the product [CH3:40][C:39]([CH2:38][CH2:37][CH:36]=[C:35]([CH3:42])[CH3:34])=[CH:2][CH2:3][C:4]1[CH:5]=[CH:6][CH:7]=[CH:8][CH:9]=1, predict the reactants needed to synthesize it. The reactants are: [Br-].[CH2:2]([P+](C1C=CC=CC=1)(C1C=CC=CC=1)C1C=CC=CC=1)[CH2:3][C:4]1[CH:9]=[CH:8][CH:7]=[CH:6][CH:5]=1.[Li]CCCC.[CH3:34][C:35]([CH3:42])=[CH:36][CH2:37][CH2:38][C:39](=O)[CH3:40]. (7) Given the product [CH2:19]([O:11][C:3]1[CH:4]=[C:5]([N+:8]([O-:10])=[O:9])[CH:6]=[CH:7][C:2]=1[I:1])[CH3:20], predict the reactants needed to synthesize it. The reactants are: [I:1][C:2]1[CH:7]=[CH:6][C:5]([N+:8]([O-:10])=[O:9])=[CH:4][C:3]=1[OH:11].C(=O)([O-])[O-].[K+].[K+].I[CH2:19][CH3:20].